From a dataset of Forward reaction prediction with 1.9M reactions from USPTO patents (1976-2016). Predict the product of the given reaction. (1) The product is: [CH3:1][CH:2]1[CH2:6][CH2:5][CH2:4][N:3]1[CH2:8][CH2:9][C:10]1[N:11]=[N:12][C:13]2[C:18]([CH:19]=1)=[CH:17][CH:16]=[C:15]([C:20]1[CH:27]=[CH:26][C:23]([C:24]#[N:25])=[CH:22][CH:21]=1)[CH:14]=2. Given the reactants [CH3:1][CH:2]1[CH2:6][CH2:5][CH2:4][NH:3]1.Cl[CH2:8][CH2:9][C:10]1[N:11]=[N:12][C:13]2[C:18]([CH:19]=1)=[CH:17][CH:16]=[C:15]([C:20]1[CH:27]=[CH:26][C:23]([C:24]#[N:25])=[CH:22][CH:21]=1)[CH:14]=2, predict the reaction product. (2) Given the reactants FC(F)(F)S(O[C:7]1[CH2:12][CH2:11][CH:10]([C:13]([O:15][CH2:16][CH3:17])=[O:14])[CH2:9][CH:8]=1)(=O)=O.[B:20]1([B:20]2[O:24][C:23]([CH3:26])([CH3:25])[C:22]([CH3:28])([CH3:27])[O:21]2)[O:24][C:23]([CH3:26])([CH3:25])[C:22]([CH3:28])([CH3:27])[O:21]1.C([O-])(=O)C.[K+], predict the reaction product. The product is: [CH3:27][C:22]1([CH3:28])[C:23]([CH3:26])([CH3:25])[O:24][B:20]([C:7]2[CH2:12][CH2:11][CH:10]([C:13]([O:15][CH2:16][CH3:17])=[O:14])[CH2:9][CH:8]=2)[O:21]1. (3) Given the reactants [F:1][C:2]1[CH:7]=[C:6]([I:8])[CH:5]=[CH:4][C:3]=1[NH:9][C:10]1[CH:18]=[C:17]2[C:13]([CH2:14][NH:15][C:16]2=[O:19])=[CH:12][C:11]=1[C:20]([OH:22])=O.[CH:23]([O:25][CH2:26][CH2:27][O:28][NH2:29])=[CH2:24].C1C=CC2N(O)N=NC=2C=1.CCN=C=NCCCN(C)C.Cl.CCN(C(C)C)C(C)C, predict the reaction product. The product is: [CH:23]([O:25][CH2:26][CH2:27][O:28][NH:29][C:20]([C:11]1[CH:12]=[C:13]2[C:17](=[CH:18][C:10]=1[NH:9][C:3]1[CH:4]=[CH:5][C:6]([I:8])=[CH:7][C:2]=1[F:1])[C:16](=[O:19])[NH:15][CH2:14]2)=[O:22])=[CH2:24]. (4) The product is: [Cl:1][C:2]1[S:6][C:5]([C:7]2[CH:11]=[CH:10][N:9]([CH2:19][CH:20]([CH3:22])[CH3:21])[N:8]=2)=[CH:4][CH:3]=1. Given the reactants [Cl:1][C:2]1[S:6][C:5]([C:7]2[CH:11]=[CH:10][NH:9][N:8]=2)=[CH:4][CH:3]=1.C(=O)([O-])[O-].[Cs+].[Cs+].Br[CH2:19][CH:20]([CH3:22])[CH3:21], predict the reaction product. (5) Given the reactants [F:1][C:2]1[CH:26]=[CH:25][C:24]([O:27][CH3:28])=[CH:23][C:3]=1[O:4][C:5]1[CH:6]=[CH:7][C:8]([N+:20]([O-])=O)=[C:9]([CH2:11][NH:12][C:13](=[O:19])[O:14][C:15]([CH3:18])([CH3:17])[CH3:16])[CH:10]=1.[Cl-].[NH4+].C(O)C, predict the reaction product. The product is: [NH2:20][C:8]1[CH:7]=[CH:6][C:5]([O:4][C:3]2[CH:23]=[C:24]([O:27][CH3:28])[CH:25]=[CH:26][C:2]=2[F:1])=[CH:10][C:9]=1[CH2:11][NH:12][C:13](=[O:19])[O:14][C:15]([CH3:17])([CH3:16])[CH3:18]. (6) Given the reactants [CH3:1][N:2]([CH3:26])[C:3]1[CH:8]=[CH:7][C:6]([CH:9]([C:19]2[C:24]([CH3:25])=[CH:23][CH:22]=[CH:21][N:20]=2)[CH2:10][C:11]([C:13]2[CH:18]=[CH:17][N:16]=[CH:15][CH:14]=2)=O)=[CH:5][CH:4]=1.Cl.[NH2:28][OH:29].C([O-])(O)=O.[Na+], predict the reaction product. The product is: [CH3:1][N:2]([CH3:26])[C:3]1[CH:8]=[CH:7][C:6]([CH:9]([C:19]2[C:24]([CH3:25])=[CH:23][CH:22]=[CH:21][N:20]=2)[CH2:10]/[C:11](/[C:13]2[CH:18]=[CH:17][N:16]=[CH:15][CH:14]=2)=[N:28]\[OH:29])=[CH:5][CH:4]=1. (7) The product is: [C:11]([C:15]1[N:20]=[C:19]([CH3:21])[C:18]([CH:22]([NH:24][C:35](=[O:36])[CH2:34][N:31]2[C:30]3[C:38]([F:39])=[C:26]([F:25])[CH:27]=[CH:28][C:29]=3[N:33]=[CH:32]2)[CH3:23])=[CH:17][CH:16]=1)([CH3:14])([CH3:12])[CH3:13]. Given the reactants CC1N=CC=CC=1C(N)=O.[C:11]([C:15]1[N:20]=[C:19]([CH3:21])[C:18]([CH:22]([NH2:24])[CH3:23])=[CH:17][CH:16]=1)([CH3:14])([CH3:13])[CH3:12].[F:25][C:26]1[CH:27]=[CH:28][C:29]2[N:33]=[CH:32][N:31]([CH2:34][C:35](O)=[O:36])[C:30]=2[C:38]=1[F:39].CN(C(ON1N=NC2C=CC=NC1=2)=[N+](C)C)C.F[P-](F)(F)(F)(F)F.CCN(C(C)C)C(C)C, predict the reaction product. (8) Given the reactants [N+:1]([C:4]1[C:12]2[NH:11][C:10]3[CH2:13][CH2:14][N:15]([C:17]([O:19][CH2:20][CH3:21])=[O:18])[CH2:16][C:9]=3[C:8]=2[CH:7]=[CH:6][CH:5]=1)([O-:3])=[O:2].[OH-].[K+].I[CH3:25], predict the reaction product. The product is: [CH2:20]([O:19][C:17]([N:15]1[CH2:14][CH2:13][C:10]2[N:11]([CH3:25])[C:12]3[C:4]([N+:1]([O-:3])=[O:2])=[CH:5][CH:6]=[CH:7][C:8]=3[C:9]=2[CH2:16]1)=[O:18])[CH3:21].